Regression. Given two drug SMILES strings and cell line genomic features, predict the synergy score measuring deviation from expected non-interaction effect. From a dataset of NCI-60 drug combinations with 297,098 pairs across 59 cell lines. (1) Drug 1: CC1=C2C(C(=O)C3(C(CC4C(C3C(C(C2(C)C)(CC1OC(=O)C(C(C5=CC=CC=C5)NC(=O)OC(C)(C)C)O)O)OC(=O)C6=CC=CC=C6)(CO4)OC(=O)C)OC)C)OC. Drug 2: CCN(CC)CCCC(C)NC1=C2C=C(C=CC2=NC3=C1C=CC(=C3)Cl)OC. Cell line: NCI-H226. Synergy scores: CSS=37.4, Synergy_ZIP=0.941, Synergy_Bliss=3.05, Synergy_Loewe=-6.65, Synergy_HSA=5.97. (2) Drug 1: CC1=C(C(=CC=C1)Cl)NC(=O)C2=CN=C(S2)NC3=CC(=NC(=N3)C)N4CCN(CC4)CCO. Drug 2: CC1CCCC2(C(O2)CC(NC(=O)CC(C(C(=O)C(C1O)C)(C)C)O)C(=CC3=CSC(=N3)C)C)C. Cell line: IGROV1. Synergy scores: CSS=23.7, Synergy_ZIP=2.81, Synergy_Bliss=1.93, Synergy_Loewe=-5.89, Synergy_HSA=2.51. (3) Drug 1: CC1CCC2CC(C(=CC=CC=CC(CC(C(=O)C(C(C(=CC(C(=O)CC(OC(=O)C3CCCCN3C(=O)C(=O)C1(O2)O)C(C)CC4CCC(C(C4)OC)O)C)C)O)OC)C)C)C)OC. Synergy scores: CSS=0.789, Synergy_ZIP=0.255, Synergy_Bliss=0.126, Synergy_Loewe=-0.456, Synergy_HSA=-0.662. Drug 2: CC(C)(C#N)C1=CC(=CC(=C1)CN2C=NC=N2)C(C)(C)C#N. Cell line: SNB-19.